From a dataset of Reaction yield outcomes from USPTO patents with 853,638 reactions. Predict the reaction yield, written as a fraction of the theoretical maximum amount of product (1.0 means a 100% yield; for example, 0.34 means a 34% yield). (1) The reactants are Cl[C:2]1[CH:7]=[C:6]([CH2:8][CH3:9])[N:5]=[C:4]([C:10]2[CH:15]=[CH:14][CH:13]=[C:12]([Cl:16])[CH:11]=2)[N:3]=1.[Cl:17][C:18]1[CH:19]=[N:20][N:21]([CH2:23][C:24]2[CH:30]=[CH:29][C:27]([NH2:28])=[CH:26][CH:25]=2)[CH:22]=1. The catalyst is CN1C(=O)CCC1. The product is [Cl:17][C:18]1[CH:19]=[N:20][N:21]([CH2:23][C:24]2[CH:30]=[CH:29][C:27]([NH:28][C:2]3[CH:7]=[C:6]([CH2:8][CH3:9])[N:5]=[C:4]([C:10]4[CH:15]=[CH:14][CH:13]=[C:12]([Cl:16])[CH:11]=4)[N:3]=3)=[CH:26][CH:25]=2)[CH:22]=1. The yield is 0.780. (2) The catalyst is C1COCC1. The yield is 1.19. The reactants are C(OC([N:8]1[CH2:13][CH2:12][N:11]([C:14](=[O:16])[CH3:15])[CH:10]([C:17]2[CH:22]=[CH:21][CH:20]=[CH:19][CH:18]=2)[CH2:9]1)=O)(C)(C)C.C(O)(C(F)(F)F)=O.ClCCl. The product is [C:17]1([CH:10]2[CH2:9][NH:8][CH2:13][CH2:12][N:11]2[C:14](=[O:16])[CH3:15])[CH:18]=[CH:19][CH:20]=[CH:21][CH:22]=1. (3) The reactants are [N+:1]([C:4]1[CH:9]=[CH:8][CH:7]=[C:6]([N+:10]([O-])=O)[C:5]=1[OH:13])([O-])=O. The catalyst is CO.[Pd]. The product is [NH2:1][C:4]1[CH:9]=[CH:8][CH:7]=[C:6]([NH2:10])[C:5]=1[OH:13]. The yield is 0.890.